Dataset: Reaction yield outcomes from USPTO patents with 853,638 reactions. Task: Predict the reaction yield, written as a fraction of the theoretical maximum amount of product (1.0 means a 100% yield; for example, 0.34 means a 34% yield). The reactants are [CH3:1][C:2](O)([CH3:14])[CH2:3][C:4]1[C:13]2[C:8](=[CH:9][CH:10]=[CH:11][CH:12]=2)[CH:7]=[CH:6][CH:5]=1.S(=O)(=O)(O)[OH:17].[C:21](#[N:23])[CH3:22]. The catalyst is O. The product is [CH3:1][C:2]([NH:23][C:21](=[O:17])[CH3:22])([CH3:14])[CH2:3][C:4]1[C:13]2[C:8](=[CH:9][CH:10]=[CH:11][CH:12]=2)[CH:7]=[CH:6][CH:5]=1. The yield is 0.370.